Dataset: Reaction yield outcomes from USPTO patents with 853,638 reactions. Task: Predict the reaction yield, written as a fraction of the theoretical maximum amount of product (1.0 means a 100% yield; for example, 0.34 means a 34% yield). (1) The reactants are [CH3:1][S:2]([N:5]1[CH2:10][CH2:9][N:8]([C:11]2[CH:16]=[CH:15][C:14]([O:17][CH2:18][CH2:19][CH2:20][C:21]([F:24])([F:23])[F:22])=[CH:13][CH:12]=2)[CH2:7][CH2:6]1)(=[O:4])=[O:3].[C:25](O[C:25]([O:27][C:28]([CH3:31])([CH3:30])[CH3:29])=[O:26])([O:27][C:28]([CH3:31])([CH3:30])[CH3:29])=[O:26].C[Si](C)(C)N[Si](C)(C)C.[Li].[Cl-].[NH4+]. The catalyst is O1CCCC1. The product is [C:28]([O:27][C:25](=[O:26])[CH2:1][S:2]([N:5]1[CH2:10][CH2:9][N:8]([C:11]2[CH:12]=[CH:13][C:14]([O:17][CH2:18][CH2:19][CH2:20][C:21]([F:24])([F:23])[F:22])=[CH:15][CH:16]=2)[CH2:7][CH2:6]1)(=[O:3])=[O:4])([CH3:31])([CH3:30])[CH3:29]. The yield is 0.920. (2) The reactants are Cl[C:2]1[N:7]=[CH:6][N:5]=[C:4]([NH:8][CH2:9][C:10]2[CH:15]=[CH:14][C:13]([O:16][CH3:17])=[C:12]([O:18][CH:19]3[CH2:23][CH2:22][CH2:21][CH2:20]3)[CH:11]=2)[CH:3]=1.B([C:27]1[CH:38]=[CH:37][C:30]([CH2:31][C@@H:32]([C:34]([OH:36])=[O:35])[NH2:33])=[CH:29][CH:28]=1)(O)O.C(=O)([O-])[O-].[Na+].[Na+]. The catalyst is Cl[Pd](Cl)([P](C1C=CC=CC=1)(C1C=CC=CC=1)C1C=CC=CC=1)[P](C1C=CC=CC=1)(C1C=CC=CC=1)C1C=CC=CC=1.C(#N)C. The product is [NH2:33][CH:32]([CH2:31][C:30]1[CH:37]=[CH:38][C:27]([C:2]2[CH:3]=[C:4]([NH:8][CH2:9][C:10]3[CH:15]=[CH:14][C:13]([O:16][CH3:17])=[C:12]([O:18][CH:19]4[CH2:23][CH2:22][CH2:21][CH2:20]4)[CH:11]=3)[N:5]=[CH:6][N:7]=2)=[CH:28][CH:29]=1)[C:34]([OH:36])=[O:35]. The yield is 0.0600. (3) The reactants are [CH2:1]([O:3][C:4](=[O:28])[C:5]1[CH:10]=[C:9](Br)[CH:8]=[C:7]([N:12]([CH2:20][C:21]2[CH:26]=[CH:25][CH:24]=[CH:23][CH:22]=2)[CH2:13][C:14]2[CH:19]=[CH:18][CH:17]=[CH:16][CH:15]=2)[C:6]=1[F:27])[CH3:2].C1(P(C2C=CC=CC=2)CCCCP(C2C=CC=CC=2)C2C=CC=CC=2)C=CC=CC=1.C(N(CC)CC)C.[OH2:66].[C]=O.[C:69]([OH:73])(C)(C)C. The product is [CH2:1]([O:3][C:4](=[O:28])[C:5]1[CH:10]=[C:9]([CH:8]=[C:7]([N:12]([CH2:20][C:21]2[CH:26]=[CH:25][CH:24]=[CH:23][CH:22]=2)[CH2:13][C:14]2[CH:19]=[CH:18][CH:17]=[CH:16][CH:15]=2)[C:6]=1[F:27])[C:69]([OH:73])=[O:66])[CH3:2]. The catalyst is C([O-])(=O)C.[Pd+2].C([O-])(=O)C.CS(C)=O. The yield is 0.550. (4) The reactants are [OH:1][C:2]1[CH:11]=[CH:10][C:5]([C:6]([O:8][CH3:9])=[O:7])=[CH:4][C:3]=1I.[H-].[Na+].[CH3:15][N:16](C=O)C. No catalyst specified. The product is [C:15]([C:3]1[CH:4]=[C:5]([CH:10]=[CH:11][C:2]=1[OH:1])[C:6]([O:8][CH3:9])=[O:7])#[N:16]. The yield is 1.00. (5) The reactants are O[CH2:2][C:3]1[O:7][C:6]([CH:8]=[O:9])=[CH:5][CH:4]=1.[CH3:10][O:11][C:12](=[O:29])[C:13]1[C:14](=[C:19]([NH:23]CCCCC)[CH:20]=[CH:21][CH:22]=1)[C:15]([O:17][CH3:18])=[O:16]. No catalyst specified. The product is [CH3:10][O:11][C:12](=[O:29])[C:13]1[C:14](=[C:19]([NH:23][CH2:2][C:3]2[O:7][C:6]([CH2:8][OH:9])=[CH:5][CH:4]=2)[CH:20]=[CH:21][CH:22]=1)[C:15]([O:17][CH3:18])=[O:16]. The yield is 0.760. (6) The reactants are Cl[C:2]1[CH:7]=[CH:6][C:5]([O:8][C:9]2[CH:14]=[CH:13][CH:12]=[CH:11][CH:10]=2)=[CH:4][C:3]=1[N+:15]([O-:17])=[O:16].[NH2:18][CH2:19][CH:20]1[CH2:25][CH2:24][CH2:23][CH2:22][CH2:21]1.CCN(C(C)C)C(C)C.Cl. The catalyst is CN(C=O)C. The product is [CH:20]1([CH2:19][NH:18][C:2]2[CH:7]=[CH:6][C:5]([O:8][C:9]3[CH:14]=[CH:13][CH:12]=[CH:11][CH:10]=3)=[CH:4][C:3]=2[N+:15]([O-:17])=[O:16])[CH2:25][CH2:24][CH2:23][CH2:22][CH2:21]1. The yield is 0.656.